Dataset: Full USPTO retrosynthesis dataset with 1.9M reactions from patents (1976-2016). Task: Predict the reactants needed to synthesize the given product. (1) Given the product [Cl:1][C:2]1[C:7]([F:8])=[C:6]([CH3:9])[C:5]([B:16]2[O:21][C:22]([CH3:23])([CH3:24])[C:26]([CH3:27])([CH3:28])[O:25]2)=[CH:4][N:3]=1, predict the reactants needed to synthesize it. The reactants are: [Cl:1][C:2]1[C:7]([F:8])=[C:6]([CH3:9])[C:5](I)=[CH:4][N:3]=1.O1CCCC1.[B:16]([O:25][CH:26]([CH3:28])[CH3:27])([O:21][CH:22]([CH3:24])[CH3:23])OC(C)C. (2) Given the product [CH3:19][C:20]([CH3:24])([CH3:23])[CH:21]([C:9]1[S:10][C:6]2[CH:5]=[CH:4][C:3]([C:2]([F:1])([F:12])[F:13])=[CH:11][C:7]=2[N:8]=1)[OH:22], predict the reactants needed to synthesize it. The reactants are: [F:1][C:2]([F:13])([F:12])[C:3]1[CH:4]=[CH:5][C:6]2[S:10][CH:9]=[N:8][C:7]=2[CH:11]=1.C([Li])CCC.[CH3:19][C:20]([CH3:24])([CH3:23])[CH:21]=[O:22].O.